From a dataset of Forward reaction prediction with 1.9M reactions from USPTO patents (1976-2016). Predict the product of the given reaction. (1) Given the reactants [CH3:1][C@@:2]1([CH2:9][S:10](Cl)(=[O:12])=[O:11])[C:6](=[O:7])[NH:5][C:4](=[O:8])[NH:3]1.[Cl:14][C:15]1[CH:20]=[CH:19][C:18]([C:21]2[CH:22]=[C:23]3[C:28](=[CH:29][N:30]=2)[CH2:27][NH:26][CH2:25][CH2:24]3)=[CH:17][CH:16]=1.CCN(C(C)C)C(C)C, predict the reaction product. The product is: [Cl:14][C:15]1[CH:16]=[CH:17][C:18]([C:21]2[CH:22]=[C:23]3[C:28](=[CH:29][N:30]=2)[CH2:27][N:26]([S:10]([CH2:9][C@@:2]2([CH3:1])[NH:3][C:4](=[O:8])[NH:5][C:6]2=[O:7])(=[O:12])=[O:11])[CH2:25][CH2:24]3)=[CH:19][CH:20]=1. (2) Given the reactants [C:1]([O:5][C:6](=[O:24])[N:7]([CH2:15][CH2:16][C:17]1[CH:22]=[CH:21][C:20](Br)=[CH:19][CH:18]=1)[CH2:8][CH2:9][CH2:10][CH2:11][CH2:12][CH2:13][CH3:14])([CH3:4])([CH3:3])[CH3:2].[Li]C(CC)C.C1CCCCC1.CN(C)[CH:38]=[O:39].[NH4+].[Cl-], predict the reaction product. The product is: [C:1]([O:5][C:6](=[O:24])[N:7]([CH2:15][CH2:16][C:17]1[CH:22]=[CH:21][C:20]([CH:38]=[O:39])=[CH:19][CH:18]=1)[CH2:8][CH2:9][CH2:10][CH2:11][CH2:12][CH2:13][CH3:14])([CH3:4])([CH3:3])[CH3:2]. (3) Given the reactants [NH:1]1[CH:5]=[CH:4][CH:3]=[N:2]1.Br[C:7]1[CH:12]=[CH:11][C:10]([CH3:13])=[CH:9][CH:8]=1, predict the reaction product. The product is: [C:10]1([CH3:13])[CH:11]=[CH:12][C:7]([N:1]2[CH:5]=[CH:4][CH:3]=[N:2]2)=[CH:8][CH:9]=1. (4) Given the reactants [BH4-].[Na+].[O:3]1[C:7]2[CH:8]=[CH:9][C:10](/[CH:12]=[CH:13]/[C:14](=[O:19])[C:15]([CH3:18])([CH3:17])[CH3:16])=[CH:11][C:6]=2[O:5][CH2:4]1.[Cl-].[NH4+].C(OCC)(=O)C, predict the reaction product. The product is: [O:3]1[C:7]2[CH:8]=[CH:9][C:10](/[CH:12]=[CH:13]/[CH:14]([OH:19])[C:15]([CH3:17])([CH3:16])[CH3:18])=[CH:11][C:6]=2[O:5][CH2:4]1.